This data is from Ames mutagenicity test results for genotoxicity prediction. The task is: Regression/Classification. Given a drug SMILES string, predict its toxicity properties. Task type varies by dataset: regression for continuous values (e.g., LD50, hERG inhibition percentage) or binary classification for toxic/non-toxic outcomes (e.g., AMES mutagenicity, cardiotoxicity, hepatotoxicity). Dataset: ames. The compound is CC1=CCc2c1cc(C)c1c2ccc2ccccc21. The result is 1 (mutagenic).